From a dataset of Peptide-MHC class I binding affinity with 185,985 pairs from IEDB/IMGT. Regression. Given a peptide amino acid sequence and an MHC pseudo amino acid sequence, predict their binding affinity value. This is MHC class I binding data. (1) The peptide sequence is SYMKSIQRI. The MHC is H-2-Kd with pseudo-sequence H-2-Kd. The binding affinity (normalized) is 1.00. (2) The peptide sequence is LPAMCNVY. The MHC is HLA-B35:01 with pseudo-sequence HLA-B35:01. The binding affinity (normalized) is 0.656. (3) The MHC is HLA-A26:03 with pseudo-sequence HLA-A26:03. The peptide sequence is LLKWKKTDY. The binding affinity (normalized) is 0.0847.